Dataset: Peptide-MHC class II binding affinity with 134,281 pairs from IEDB. Task: Regression. Given a peptide amino acid sequence and an MHC pseudo amino acid sequence, predict their binding affinity value. This is MHC class II binding data. (1) The peptide sequence is EEDIEIIPIKEEEY. The MHC is HLA-DQA10401-DQB10402 with pseudo-sequence HLA-DQA10401-DQB10402. The binding affinity (normalized) is 0.771. (2) The peptide sequence is PEEFAVVDLSKMRAV. The MHC is DRB1_0701 with pseudo-sequence DRB1_0701. The binding affinity (normalized) is 0.496. (3) The binding affinity (normalized) is 0.137. The MHC is DRB1_0701 with pseudo-sequence DRB1_0701. The peptide sequence is PFTVRYTTEGGTKGE. (4) The peptide sequence is AKDVIPEGWKADTAY. The MHC is DRB1_0901 with pseudo-sequence DRB1_0901. The binding affinity (normalized) is 0.174.